This data is from Catalyst prediction with 721,799 reactions and 888 catalyst types from USPTO. The task is: Predict which catalyst facilitates the given reaction. (1) Reactant: [Cl:1][C:2]1[CH:3]=[C:4]2[C:9](=[CH:10][CH:11]=1)[C@@:8]1([CH2:17][O:16][C:15]3[CH:18]=[CH:19][C:20]([C:22]([O:24][CH3:25])=[O:23])=[CH:21][C:14]=3[N:13]([CH2:26][C@@H:27]3[CH2:30][CH2:29][C@H:28]3[CH:31]=[O:32])[CH2:12]1)[CH2:7][CH2:6][CH2:5]2.C[N+]1([O-])[CH2:39][CH2:38]OCC1.[CH3:41]O. Product: [Cl:1][C:2]1[CH:3]=[C:4]2[C:9](=[CH:10][CH:11]=1)[C@@:8]1([CH2:17][O:16][C:15]3[CH:18]=[CH:19][C:20]([C:22]([O:24][CH3:25])=[O:23])=[CH:21][C:14]=3[N:13]([CH2:26][C@@H:27]3[CH2:30][CH2:29][C@H:28]3[C@@H:31]([OH:32])[CH2:41][CH:38]=[CH2:39])[CH2:12]1)[CH2:7][CH2:6][CH2:5]2. The catalyst class is: 28. (2) Reactant: [CH3:1][N:2]1[CH:6]2[CH2:7][CH:8]([OH:10])[CH2:9][CH:3]1[CH2:4][CH2:5]2.C(N(CC)CC)C.[S:18](Cl)([CH3:21])(=[O:20])=[O:19]. Product: [CH3:1][N:2]1[CH:6]2[CH2:5][CH2:4][CH:3]1[CH2:9][CH:8]([O:10][S:18]([CH3:21])(=[O:20])=[O:19])[CH2:7]2. The catalyst class is: 2. (3) Reactant: [CH2:1]([C:5]1[N:6]=[C:7]([CH3:27])[NH:8][C:9](=[O:26])[C:10]=1[CH2:11][C:12]1[CH:17]=[CH:16][C:15]([C:18]2[C:19]([C:24]#[N:25])=[CH:20][CH:21]=[CH:22][CH:23]=2)=[CH:14][CH:13]=1)[CH2:2][CH2:3][CH3:4].[H-].[Na+].CN(C)C=O.Br[CH2:36][CH2:37][OH:38]. Product: [CH2:1]([C:5]1[N:6]=[C:7]([CH3:27])[N:8]([CH2:36][CH2:37][OH:38])[C:9](=[O:26])[C:10]=1[CH2:11][C:12]1[CH:17]=[CH:16][C:15]([C:18]2[C:19]([C:24]#[N:25])=[CH:20][CH:21]=[CH:22][CH:23]=2)=[CH:14][CH:13]=1)[CH2:2][CH2:3][CH3:4]. The catalyst class is: 13. (4) Reactant: [Cl:1][C:2]1[CH:20]=[CH:19][C:5]([CH2:6][N:7]([CH3:18])[C:8](=[O:17])[CH2:9][C:10]2[CH:15]=[CH:14][C:13]([F:16])=[CH:12][CH:11]=2)=[CH:4][CH:3]=1.[H-].[Na+].C[O:24][CH:25](OC)[CH2:26]Br. Product: [Cl:1][C:2]1[CH:3]=[CH:4][C:5]([CH2:6][N:7]([CH3:18])[C:8](=[O:17])[CH:9]([C:10]2[CH:15]=[CH:14][C:13]([F:16])=[CH:12][CH:11]=2)[CH2:26][CH:25]=[O:24])=[CH:19][CH:20]=1. The catalyst class is: 3. (5) Reactant: [C:1]([O:5][C:6]([N:8]1[CH2:13][CH:12]=[C:11]([C:14]2[CH:19]=[C:18]([CH3:20])[C:17]([C:21]([O:23][CH3:24])=[O:22])=[CH:16][C:15]=2[C:25]([F:28])([F:27])[F:26])[CH2:10][CH2:9]1)=[O:7])([CH3:4])([CH3:3])[CH3:2]. Product: [C:1]([O:5][C:6]([N:8]1[CH2:13][CH2:12][CH:11]([C:14]2[CH:19]=[C:18]([CH3:20])[C:17]([C:21]([O:23][CH3:24])=[O:22])=[CH:16][C:15]=2[C:25]([F:28])([F:26])[F:27])[CH2:10][CH2:9]1)=[O:7])([CH3:4])([CH3:2])[CH3:3]. The catalyst class is: 29. (6) The catalyst class is: 3. Reactant: [C:1]([C:4]1([NH:10][S:11]([CH2:14][C:15]2[CH:20]=[CH:19][C:18]([Cl:21])=[CH:17][CH:16]=2)(=O)=O)[CH2:9][CH2:8][CH2:7][CH2:6][CH2:5]1)(=O)[CH3:2].[H-].[Na+].O. Product: [Cl:21][C:18]1[CH:19]=[CH:20][C:15]([C:14]2[S:11][NH:10][C:4]3([CH2:9][CH2:8][CH2:7][CH2:6][CH2:5]3)[C:1]=2[CH3:2])=[CH:16][CH:17]=1. (7) Reactant: [Br:1][C:2]1[N:7]=[C:6]([NH2:8])[CH:5]=[CH:4][C:3]=1[O:9][CH3:10].CCN(CC)CC.[F:18][C:19]1([F:34])[O:23][C:22]2[CH:24]=[CH:25][C:26]([C:28]3([C:31](Cl)=[O:32])[CH2:30][CH2:29]3)=[CH:27][C:21]=2[O:20]1. Product: [Br:1][C:2]1[N:7]=[C:6]([NH:8][C:31]([C:28]2([C:26]3[CH:25]=[CH:24][C:22]4[O:23][C:19]([F:34])([F:18])[O:20][C:21]=4[CH:27]=3)[CH2:30][CH2:29]2)=[O:32])[CH:5]=[CH:4][C:3]=1[O:9][CH3:10]. The catalyst class is: 4. (8) Reactant: [C:1]([O:5][C:6]([N:8]1[CH2:13][CH2:12][CH:11]([C:14]2[CH:15]=[CH:16][C:17]3[N:18]([C:20]([N:28]([C:30]4[S:31][CH:32]=[C:33]([C:35]5[CH:40]=[CH:39][C:38]([F:41])=[CH:37][CH:36]=5)[N:34]=4)[CH3:29])=[C:21]([CH2:23][CH2:24][C:25]([OH:27])=O)[N:22]=3)[CH:19]=2)[CH2:10][CH2:9]1)=[O:7])([CH3:4])([CH3:3])[CH3:2].[Cl-].[NH4+:43]. Product: [NH2:43][C:25](=[O:27])[CH2:24][CH2:23][C:21]1[N:22]=[C:17]2[CH:16]=[CH:15][C:14]([CH:11]3[CH2:12][CH2:13][N:8]([C:6]([O:5][C:1]([CH3:3])([CH3:2])[CH3:4])=[O:7])[CH2:9][CH2:10]3)=[CH:19][N:18]2[C:20]=1[N:28]([C:30]1[S:31][CH:32]=[C:33]([C:35]2[CH:40]=[CH:39][C:38]([F:41])=[CH:37][CH:36]=2)[N:34]=1)[CH3:29]. The catalyst class is: 163.